This data is from Forward reaction prediction with 1.9M reactions from USPTO patents (1976-2016). The task is: Predict the product of the given reaction. (1) Given the reactants [CH:1]1([CH2:6][C@H:7]([N:22]2[CH:27]=[C:26]([C:28]([F:31])([F:30])[F:29])[CH:25]=[CH:24][C:23]2=[O:32])[C:8]([NH:10][C:11]2[S:12][C:13]([CH2:16][C:17]([O:19]CC)=[O:18])=[CH:14][N:15]=2)=[O:9])[CH2:5][CH2:4][CH2:3][CH2:2]1.O.[OH-].[Li+], predict the reaction product. The product is: [CH:1]1([CH2:6][C@H:7]([N:22]2[CH:27]=[C:26]([C:28]([F:30])([F:31])[F:29])[CH:25]=[CH:24][C:23]2=[O:32])[C:8]([NH:10][C:11]2[S:12][C:13]([CH2:16][C:17]([OH:19])=[O:18])=[CH:14][N:15]=2)=[O:9])[CH2:5][CH2:4][CH2:3][CH2:2]1. (2) Given the reactants [CH2:1]([Zn]CC)C.[Si:6]([O:23][CH2:24][C@@H:25]1[CH2:29][CH:28]=[CH:27][N:26]1[C:30]([O:32][C:33]([CH3:36])([CH3:35])[CH3:34])=[O:31])([C:19]([CH3:22])([CH3:21])[CH3:20])([C:13]1[CH:18]=[CH:17][CH:16]=[CH:15][CH:14]=1)[C:7]1[CH:12]=[CH:11][CH:10]=[CH:9][CH:8]=1.ICI.C(=O)([O-])[O-].[Na+].[Na+], predict the reaction product. The product is: [Si:6]([O:23][CH2:24][C@@H:25]1[CH2:29][CH:28]2[CH:27]([CH2:1]2)[N:26]1[C:30]([O:32][C:33]([CH3:36])([CH3:35])[CH3:34])=[O:31])([C:19]([CH3:21])([CH3:22])[CH3:20])([C:13]1[CH:18]=[CH:17][CH:16]=[CH:15][CH:14]=1)[C:7]1[CH:12]=[CH:11][CH:10]=[CH:9][CH:8]=1. (3) Given the reactants [O:1]=[C:2]1[C:10]2[CH2:9][CH2:8][CH2:7][CH2:6][C:5]=2[N:4]([CH2:11][C:12]([O:14]C(C)(C)C)=[O:13])[NH:3]1.C(O)(C(F)(F)F)=O, predict the reaction product. The product is: [O:1]=[C:2]1[C:10]2[CH2:9][CH2:8][CH2:7][CH2:6][C:5]=2[N:4]([CH2:11][C:12]([OH:14])=[O:13])[NH:3]1. (4) The product is: [CH2:20]([NH:19][C:14]1[CH:13]=[C:12]2[C:17]([CH:18]=[C:9]([C:6]3[C:5]([F:24])=[CH:4][N:3]=[C:2]([NH:1][S:35]([CH2:32][CH2:33][CH3:34])(=[O:37])=[O:36])[C:7]=3[F:8])[C:10](=[O:23])[N:11]2[CH3:22])=[CH:16][N:15]=1)[CH3:21]. Given the reactants [NH2:1][C:2]1[C:7]([F:8])=[C:6]([C:9]2[C:10](=[O:23])[N:11]([CH3:22])[C:12]3[C:17]([CH:18]=2)=[CH:16][N:15]=[C:14]([NH:19][CH2:20][CH3:21])[CH:13]=3)[C:5]([F:24])=[CH:4][N:3]=1.C(N(CC)CC)C.[CH2:32]([S:35](Cl)(=[O:37])=[O:36])[CH2:33][CH3:34].C(=O)(O)[O-].[Na+], predict the reaction product. (5) Given the reactants C([O:3][C:4](=[O:45])[CH:5]([C:10]1[CH:11]=[C:12]([C:35]2[CH:40]=[CH:39][C:38]([C:41]([F:44])([F:43])[F:42])=[CH:37][CH:36]=2)[CH:13]=[C:14]([CH:16]2[CH2:21][CH2:20][CH2:19][N:18]([CH2:22][C:23]3[CH:28]=[CH:27][C:26]([O:29][CH3:30])=[C:25]([C:31]([F:34])([F:33])[F:32])[CH:24]=3)[CH2:17]2)[CH:15]=1)[CH2:6][CH:7]([CH3:9])[CH3:8])C.[OH-].[K+], predict the reaction product. The product is: [CH3:30][O:29][C:26]1[CH:27]=[CH:28][C:23]([CH2:22][N:18]2[CH2:19][CH2:20][CH2:21][CH:16]([C:14]3[CH:15]=[C:10]([CH:5]([CH2:6][CH:7]([CH3:9])[CH3:8])[C:4]([OH:45])=[O:3])[CH:11]=[C:12]([C:35]4[CH:36]=[CH:37][C:38]([C:41]([F:42])([F:43])[F:44])=[CH:39][CH:40]=4)[CH:13]=3)[CH2:17]2)=[CH:24][C:25]=1[C:31]([F:34])([F:33])[F:32]. (6) Given the reactants [C:1]([O:5][C:6]([N:8]1[CH2:13][CH2:12][CH:11]=[C:10]([C:14]2[CH:22]=[CH:21][C:20]([C:23]([O:25]C)=[O:24])=[C:19]3[C:15]=2[CH:16]=[C:17]([CH3:37])[N:18]3S(C2C=CC(C)=CC=2)(=O)=O)[CH2:9]1)=[O:7])([CH3:4])([CH3:3])[CH3:2].[Li+].[OH-], predict the reaction product. The product is: [C:1]([O:5][C:6]([N:8]1[CH2:13][CH2:12][CH:11]=[C:10]([C:14]2[CH:22]=[CH:21][C:20]([C:23]([OH:25])=[O:24])=[C:19]3[C:15]=2[CH:16]=[C:17]([CH3:37])[NH:18]3)[CH2:9]1)=[O:7])([CH3:4])([CH3:3])[CH3:2].